The task is: Predict the product of the given reaction.. This data is from Forward reaction prediction with 1.9M reactions from USPTO patents (1976-2016). Given the reactants [CH2:1]([N:3]1[C:7]2=[N:8][C:9]([CH3:21])=[C:10]([CH2:19]O)[C:11]([NH:12][CH:13]3[CH2:18][CH2:17][O:16][CH2:15][CH2:14]3)=[C:6]2[CH:5]=[N:4]1)[CH3:2].S(Cl)(Cl)=O.[N-:26]=[N+:27]=[N-:28].[Na+], predict the reaction product. The product is: [N:26]([CH2:19][C:10]1[C:9]([CH3:21])=[N:8][C:7]2[N:3]([CH2:1][CH3:2])[N:4]=[CH:5][C:6]=2[C:11]=1[NH:12][CH:13]1[CH2:18][CH2:17][O:16][CH2:15][CH2:14]1)=[N+:27]=[N-:28].